This data is from Reaction yield outcomes from USPTO patents with 853,638 reactions. The task is: Predict the reaction yield, written as a fraction of the theoretical maximum amount of product (1.0 means a 100% yield; for example, 0.34 means a 34% yield). (1) The reactants are [F:1][C:2]1[CH:7]=[CH:6][C:5]([NH:8][C@@H:9]([C:43]2[CH:57]=[CH:56][C:46]([O:47][CH2:48][C:49]([O:51][C:52]([CH3:55])([CH3:54])[CH3:53])=[O:50])=[CH:45][CH:44]=2)[C@@H:10]([S:25][CH2:26][C:27]2([C:35]3[CH:40]=[CH:39][C:38]([O:41][CH3:42])=[CH:37][CH:36]=3)[O:32][CH2:31][C:30]([CH3:34])([CH3:33])[CH2:29][O:28]2)[C:11](=[O:24])N2[C@@H](C3C=CC=CC=3)COC2=O)=[CH:4][CH:3]=1.C/C(/O[Si](C)(C)C)=N\[Si](C)(C)C.[F-].C([N+](CCCC)(CCCC)CCCC)CCC. The catalyst is C1(C)C=CC=CC=1. The product is [F:1][C:2]1[CH:3]=[CH:4][C:5]([N:8]2[C:11](=[O:24])[C@H:10]([S:25][CH2:26][C:27]3([C:35]4[CH:36]=[CH:37][C:38]([O:41][CH3:42])=[CH:39][CH:40]=4)[O:28][CH2:29][C:30]([CH3:33])([CH3:34])[CH2:31][O:32]3)[C@H:9]2[C:43]2[CH:44]=[CH:45][C:46]([O:47][CH2:48][C:49]([O:51][C:52]([CH3:53])([CH3:54])[CH3:55])=[O:50])=[CH:56][CH:57]=2)=[CH:6][CH:7]=1. The yield is 0.410. (2) The reactants are [CH3:1][C:2]1([CH3:26])[C:6]([CH3:8])([CH3:7])[O:5][B:4]([C:9]2[CH:14]=[CH:13][C:12]([C@@H:15]([CH3:25])[CH2:16][NH:17][C:18](=[O:24])[O:19][C:20]([CH3:23])([CH3:22])[CH3:21])=[CH:11][CH:10]=2)[O:3]1.[CH3:27][Si]([N-][Si](C)(C)C)(C)C.[Na+].CI. The catalyst is C1COCC1. The product is [CH3:27][N:17]([CH2:16][C@@H:15]([C:12]1[CH:13]=[CH:14][C:9]([B:4]2[O:3][C:2]([CH3:26])([CH3:1])[C:6]([CH3:7])([CH3:8])[O:5]2)=[CH:10][CH:11]=1)[CH3:25])[C:18](=[O:24])[O:19][C:20]([CH3:23])([CH3:22])[CH3:21]. The yield is 0.660. (3) The reactants are [CH3:1][C:2]1[O:6][C:5]([CH2:7][C:8]2[CH:13]=[CH:12][C:11]([CH2:14][OH:15])=[CH:10][CH:9]=2)=[CH:4][CH:3]=1. The catalyst is [O-2].[O-2].[Mn+4].ClCCl. The product is [CH3:1][C:2]1[O:6][C:5]([CH2:7][C:8]2[CH:13]=[CH:12][C:11]([CH:14]=[O:15])=[CH:10][CH:9]=2)=[CH:4][CH:3]=1. The yield is 0.290. (4) The reactants are [NH2:1][C@H:2]1[CH2:7][CH2:6][N:5]([C:8]2[S:9][C:10]([C:13]([O:15][CH2:16][CH3:17])=[O:14])=[CH:11][N:12]=2)[CH2:4][C@H:3]1[O:18][CH3:19].[Cl:20][C:21]1[N:22]=[C:23]([C:27](O)=[O:28])[NH:24][C:25]=1[CH3:26].CCN=C=NCCCN(C)C.Cl. The catalyst is CN(C1C=CN=CC=1)C. The product is [Cl:20][C:21]1[N:22]=[C:23]([C:27]([NH:1][C@H:2]2[CH2:7][CH2:6][N:5]([C:8]3[S:9][C:10]([C:13]([O:15][CH2:16][CH3:17])=[O:14])=[CH:11][N:12]=3)[CH2:4][C@H:3]2[O:18][CH3:19])=[O:28])[NH:24][C:25]=1[CH3:26]. The yield is 0.200. (5) The reactants are [O:1]1[C:5]2[CH:6]=[CH:7][C:8]([C:10]3([C:13]([NH:15][C:16]4[CH:17]=[C:18]5[C:22](=[C:23]([C:25]#[N:26])[CH:24]=4)[NH:21][C:20]([C:27]([CH3:30])([CH3:29])[CH3:28])=[CH:19]5)=[O:14])[CH2:12][CH2:11]3)=[CH:9][C:4]=2[O:3][CH2:2]1.[H][H]. The catalyst is C(OCC)(=O)C.[Pd]. The product is [NH2:26][CH2:25][C:23]1[CH:24]=[C:16]([NH:15][C:13]([C:10]2([C:8]3[CH:7]=[CH:6][C:5]4[O:1][CH2:2][O:3][C:4]=4[CH:9]=3)[CH2:11][CH2:12]2)=[O:14])[CH:17]=[C:18]2[C:22]=1[NH:21][C:20]([C:27]([CH3:30])([CH3:29])[CH3:28])=[CH:19]2. The yield is 0.320. (6) The reactants are [OH:1][C:2]1[C:3]([O:24]C)=[CH:4][C:5]2[CH2:14][CH2:13][N:12]3[CH:7]([CH2:8][C:9]4[C:18]([Cl:19])=[CH:17][C:16]([O:20]C)=[C:15]([OH:22])[C:10]=4[CH2:11]3)[C:6]=2[CH:23]=1.B(Br)(Br)Br.O. The catalyst is C(Cl)Cl. The product is [OH:1][C:2]1[C:3]([OH:24])=[CH:4][C:5]2[CH2:14][CH2:13][N:12]3[CH:7]([CH2:8][C:9]4[C:18]([Cl:19])=[CH:17][C:16]([OH:20])=[C:15]([OH:22])[C:10]=4[CH2:11]3)[C:6]=2[CH:23]=1. The yield is 0.677. (7) The reactants are C([O:4][CH2:5][CH2:6][CH2:7][CH2:8][O:9][C:10]1[CH:15]=[CH:14][C:13]([C:16]2[N:17]=[C:18]3[CH:23]=[CH:22][C:21]([Cl:24])=[CH:20][N:19]3[C:25]=2[CH2:26][C:27]([N:29]([CH2:32][CH3:33])[CH2:30][CH3:31])=[O:28])=[CH:12][CH:11]=1)(=O)C.C(=O)([O-])[O-].[Cs+].[Cs+]. The catalyst is CO.O. The product is [OH:4][CH2:5][CH2:6][CH2:7][CH2:8][O:9][C:10]1[CH:15]=[CH:14][C:13]([C:16]2[N:17]=[C:18]3[CH:23]=[CH:22][C:21]([Cl:24])=[CH:20][N:19]3[C:25]=2[CH2:26][C:27]([N:29]([CH2:32][CH3:33])[CH2:30][CH3:31])=[O:28])=[CH:12][CH:11]=1. The yield is 0.900.